Dataset: Catalyst prediction with 721,799 reactions and 888 catalyst types from USPTO. Task: Predict which catalyst facilitates the given reaction. (1) Reactant: Cl[C:2]1[N:7]=[C:6]2[N:8]([CH3:11])[N:9]=[CH:10][C:5]2=[C:4]([NH:12][C:13]2[N:14]=[CH:15][N:16]([CH3:18])[CH:17]=2)[N:3]=1.Cl.[F:20][C:21]1[CH:22]=[N:23][C:24]([C@@H:27]([NH2:29])[CH3:28])=[N:25][CH:26]=1. Product: [F:20][C:21]1[CH:22]=[N:23][C:24]([C@@H:27]([NH:29][C:2]2[N:7]=[C:6]3[N:8]([CH3:11])[N:9]=[CH:10][C:5]3=[C:4]([NH:12][C:13]3[N:14]=[CH:15][N:16]([CH3:18])[CH:17]=3)[N:3]=2)[CH3:28])=[N:25][CH:26]=1. The catalyst class is: 51. (2) Reactant: Cl[S:2]([C:5]1[CH:6]=[C:7]([CH:11]=[CH:12][CH:13]=1)[C:8]([OH:10])=[O:9])(=[O:4])=[O:3].[CH3:14][NH:15][CH3:16]. Product: [CH3:14][N:15]([CH3:16])[S:2]([C:5]1[CH:6]=[C:7]([CH:11]=[CH:12][CH:13]=1)[C:8]([OH:10])=[O:9])(=[O:4])=[O:3]. The catalyst class is: 2. (3) Product: [CH3:1][O:2][C:3](=[O:11])[C:4]1[CH:9]=[CH:8][CH:7]=[CH:6][C:5]=1[CH2:10][Br:12]. The catalyst class is: 340. Reactant: [CH3:1][O:2][C:3](=[O:11])[C:4]1[CH:9]=[CH:8][CH:7]=[CH:6][C:5]=1[CH3:10].[Br:12]N1C(=O)CCC1=O. (4) Reactant: Cl[C:2]1[C:7]([N+:8]([O-:10])=[O:9])=[CH:6][CH:5]=[C:4]([Cl:11])[N:3]=1.[C:12]([O:16][C:17]([N:19]1[CH2:24][CH2:23][NH:22][CH2:21][CH2:20]1)=[O:18])([CH3:15])([CH3:14])[CH3:13]. Product: [C:12]([O:16][C:17]([N:19]1[CH2:24][CH2:23][N:22]([C:2]2[C:7]([N+:8]([O-:10])=[O:9])=[CH:6][CH:5]=[C:4]([Cl:11])[N:3]=2)[CH2:21][CH2:20]1)=[O:18])([CH3:15])([CH3:13])[CH3:14]. The catalyst class is: 11.